From a dataset of Catalyst prediction with 721,799 reactions and 888 catalyst types from USPTO. Predict which catalyst facilitates the given reaction. (1) Reactant: [OH:1][C:2]1[C:7]([CH3:8])=[C:6]([CH3:9])[NH:5][C:4](=[O:10])[CH:3]=1.[N+:11]([O-])([OH:13])=[O:12]. Product: [OH:10][C:4]1[C:3]([N+:11]([O-:13])=[O:12])=[C:2]([OH:1])[C:7]([CH3:8])=[C:6]([CH3:9])[N:5]=1. The catalyst class is: 15. (2) Reactant: [CH3:1][N:2]1[C:6]([C:7](=[O:24])[NH:8][C:9]2[CH:14]=[CH:13][N:12]3[N:15]=[C:16]([N:18]4[CH2:23][CH2:22][O:21][CH2:20][CH2:19]4)[N:17]=[C:11]3[CH:10]=2)=[C:5]([C:25](O)=[O:26])[CH:4]=[N:3]1.Cl.[F:29][CH:30]1[CH2:33][NH:32][CH2:31]1.C(N(C(C)C)C(C)C)C.CCCP1(OP(CCC)(=O)OP(CCC)(=O)O1)=O. Product: [N:18]1([C:16]2[N:17]=[C:11]3[CH:10]=[C:9]([NH:8][C:7]([C:6]4[N:2]([CH3:1])[N:3]=[CH:4][C:5]=4[C:25]([N:32]4[CH2:33][CH:30]([F:29])[CH2:31]4)=[O:26])=[O:24])[CH:14]=[CH:13][N:12]3[N:15]=2)[CH2:23][CH2:22][O:21][CH2:20][CH2:19]1. The catalyst class is: 7. (3) Reactant: [CH3:1][C:2]1[S:3][C:4]2[CH:10]=[CH:9][C:8]([O:11][CH2:12][CH:13]([OH:37])[CH2:14][N:15]3[CH2:20][CH2:19][N:18]([CH2:21][C:22]4[N:26]=[C:25]([C:27]5[CH:32]=[CH:31][C:30]([C:33]([F:36])([F:35])[F:34])=[CH:29][CH:28]=5)[O:24][N:23]=4)[CH2:17][CH2:16]3)=[CH:7][C:5]=2[N:6]=1.[H-].[Na+].[CH3:40]I.O. Product: [CH3:40][O:37][CH:13]([CH2:14][N:15]1[CH2:16][CH2:17][N:18]([CH2:21][C:22]2[N:26]=[C:25]([C:27]3[CH:32]=[CH:31][C:30]([C:33]([F:36])([F:35])[F:34])=[CH:29][CH:28]=3)[O:24][N:23]=2)[CH2:19][CH2:20]1)[CH2:12][O:11][C:8]1[CH:9]=[CH:10][C:4]2[S:3][C:2]([CH3:1])=[N:6][C:5]=2[CH:7]=1. The catalyst class is: 11. (4) Reactant: [CH2:1]([NH2:8])[C:2]1[CH:7]=[CH:6][CH:5]=[CH:4][CH:3]=1.[OH:9][C:10]1[CH:15]=[C:14]([CH3:16])[O:13][C:12](=O)[CH:11]=1. Product: [CH2:1]([N:8]1[C:14]([CH3:16])=[CH:15][C:10]([OH:9])=[CH:11][C:12]1=[O:13])[C:2]1[CH:7]=[CH:6][CH:5]=[CH:4][CH:3]=1. The catalyst class is: 6. (5) Reactant: [F:1][C:2]1[CH:3]=[N+:4]([O-:8])[CH:5]=[CH:6][CH:7]=1.[N+:9]([O-])([OH:11])=[O:10]. Product: [F:1][C:2]1[CH:3]=[N+:4]([O-:8])[CH:5]=[CH:6][C:7]=1[N+:9]([O-:11])=[O:10]. The catalyst class is: 65. (6) Reactant: [C:1]([OH:9])(=[O:8])[C:2]1[CH:7]=[CH:6][CH:5]=[CH:4][CH:3]=1.[F:10][C:11]([F:53])([F:52])[C:12]1[CH:13]=[C:14]([C:22]([CH3:51])([CH3:50])[C:23]([N:25]([CH3:49])[C:26]2[C:27]([C:41]3[CH:46]=[CH:45][C:44]([F:47])=[CH:43][C:42]=3[CH3:48])=[CH:28][C:29]([C@@H:32]3[NH:36][C@@:35]([CH3:40])([C:37]([NH2:39])=[O:38])[CH2:34][CH2:33]3)=[N:30][CH:31]=2)=[O:24])[CH:15]=[C:16]([C:18]([F:21])([F:20])[F:19])[CH:17]=1. Product: [C:1]([OH:9])(=[O:8])[C:2]1[CH:7]=[CH:6][CH:5]=[CH:4][CH:3]=1.[F:53][C:11]([F:10])([F:52])[C:12]1[CH:13]=[C:14]([C:22]([CH3:50])([CH3:51])[C:23]([N:25]([CH3:49])[C:26]2[C:27]([C:41]3[CH:46]=[CH:45][C:44]([F:47])=[CH:43][C:42]=3[CH3:48])=[CH:28][C:29]([C@@H:32]3[NH:36][C@@:35]([CH3:40])([C:37]([NH2:39])=[O:38])[CH2:34][CH2:33]3)=[N:30][CH:31]=2)=[O:24])[CH:15]=[C:16]([C:18]([F:19])([F:20])[F:21])[CH:17]=1. The catalyst class is: 11. (7) Reactant: [CH2:1]([O:3][C:4]1[C:9]([NH2:10])=[CH:8][N:7]=[CH:6][N:5]=1)[CH3:2].N1C=CC=CC=1.Cl[C:18]([O:20][CH2:21][C:22]([Cl:25])([Cl:24])[Cl:23])=[O:19]. Product: [CH2:1]([O:3][C:4]1[C:9]([NH:10][C:18](=[O:19])[O:20][CH2:21][C:22]([Cl:25])([Cl:24])[Cl:23])=[CH:8][N:7]=[CH:6][N:5]=1)[CH3:2]. The catalyst class is: 7.